This data is from Forward reaction prediction with 1.9M reactions from USPTO patents (1976-2016). The task is: Predict the product of the given reaction. (1) Given the reactants [CH2:1]([O:3][C:4]([C@@H:6]1[C@@H:10](C(O)=O)[CH2:9][N:8]([C:14]([O:16][C:17]([CH3:20])([CH3:19])[CH3:18])=[O:15])[CH2:7]1)=[O:5])[CH3:2].C([N:23]([CH2:26]C)CC)C.C1(P(N=[N+]=[N-])(C2C=CC=CC=2)=[O:35])C=CC=CC=1.[CH3:45][Si:46]([CH3:51])([CH3:50])[CH2:47][CH2:48][OH:49], predict the reaction product. The product is: [CH2:1]([O:3][C:4]([C@@H:6]1[C@@H:10]([NH:23][C:26]([O:49][CH2:48][CH2:47][Si:46]([CH3:51])([CH3:50])[CH3:45])=[O:35])[CH2:9][N:8]([C:14]([O:16][C:17]([CH3:18])([CH3:19])[CH3:20])=[O:15])[CH2:7]1)=[O:5])[CH3:2]. (2) Given the reactants [Br:1][C:2]1[CH:7]=[CH:6][C:5]([C@:8]2([C:28]([F:31])([F:30])[F:29])[C:18]#[C:17][CH2:16][S:15][CH2:14][C@@H:13]([C:19]([OH:21])=O)[NH:12][C:11](=[O:22])[C@H:10]([CH2:23][C:24]([F:27])([CH3:26])[CH3:25])[NH:9]2)=[CH:4][CH:3]=1.CN([C:35]([O:39][N:40]1N=NC2C=CC=N[C:41]1=2)=[N+](C)C)C.F[P-](F)(F)(F)(F)F.CNOC.CCN(CC)CC.C([O-])(O)=O.[Na+], predict the reaction product. The product is: [Br:1][C:2]1[CH:3]=[CH:4][C:5]([C@:8]2([C:28]([F:30])([F:31])[F:29])[C:18]#[C:17][CH2:16][S:15][CH2:14][C@@H:13]([C:19]([N:40]([O:39][CH3:35])[CH3:41])=[O:21])[NH:12][C:11](=[O:22])[C@H:10]([CH2:23][C:24]([F:27])([CH3:25])[CH3:26])[NH:9]2)=[CH:6][CH:7]=1. (3) Given the reactants [C:1]([C:5]1[CH:6]=[C:7]([C:14]([OH:16])=[O:15])[CH:8]=[C:9]([CH:13]=1)[C:10]([OH:12])=[O:11])([CH3:4])([CH3:3])[CH3:2].[CH2:17]([C:19]1[NH:20][CH:21]=[C:22]([CH3:24])[N:23]=1)[CH3:18], predict the reaction product. The product is: [C:1]([C:5]1[CH:6]=[C:7]([C:14]([OH:16])=[O:15])[CH:8]=[C:9]([CH:13]=1)[C:10]([OH:12])=[O:11])([CH3:4])([CH3:2])[CH3:3].[CH2:17]([C:19]1[NH:20][CH:21]=[C:22]([CH3:24])[N:23]=1)[CH3:18]. (4) Given the reactants [O:1]=[C:2]1[C:10]2([CH2:14][O:13][C:12]3[CH:15]=[C:16]4[C:20](=[CH:21][C:11]2=3)[CH2:19][CH2:18][O:17]4)[C:9]2[C:4](=[CH:5][CH:6]=[CH:7][CH:8]=2)[N:3]1[CH2:22][C:23]1[O:27][C:26]([C:28]([O:30]C)=[O:29])=[CH:25][CH:24]=1.[OH-].[Na+].CO, predict the reaction product. The product is: [O:1]=[C:2]1[C:10]2([CH2:14][O:13][C:12]3[CH:15]=[C:16]4[C:20](=[CH:21][C:11]2=3)[CH2:19][CH2:18][O:17]4)[C:9]2[C:4](=[CH:5][CH:6]=[CH:7][CH:8]=2)[N:3]1[CH2:22][C:23]1[O:27][C:26]([C:28]([OH:30])=[O:29])=[CH:25][CH:24]=1.